Task: Predict the reaction yield, written as a fraction of the theoretical maximum amount of product (1.0 means a 100% yield; for example, 0.34 means a 34% yield).. Dataset: Reaction yield outcomes from USPTO patents with 853,638 reactions (1) The reactants are [CH3:1][S:2]([NH:5][CH2:6][CH2:7][C:8]1[CH:13]=[CH:12][CH:11]=[CH:10][CH:9]=1)(=[O:4])=[O:3].S(=O)(=O)(O)O.II.[I:21](O)(=O)(=O)=O. The catalyst is C(O)(=O)C.O. The product is [I:21][C:11]1[CH:12]=[CH:13][C:8]([CH2:7][CH2:6][NH:5][S:2]([CH3:1])(=[O:4])=[O:3])=[CH:9][CH:10]=1. The yield is 0.602. (2) The reactants are C1CO[C:8]2[CH:7]=[CH:6][C:5]([NH:11][C:12]3[C:17]([F:18])=[CH:16][N:15]=[C:14]([NH:19][C:20]4[CH:25]=[CH:24][CH:23]=[C:22](O)[CH:21]=4)[N:13]=3)=[CH:4][C:3]=2[O:2]1.ClC1N=C(NC2C=CC=C(O)C=2)C(F)=CN=1.[S:43]1[C:47]2C=CC=CC=2[C:45](CN)=[CH:44]1. No catalyst specified. The product is [S:43]1[C:44]2[CH:45]=[CH:21][CH:22]=[CH:23][C:24]=2[C:25]([CH2:20][NH:19][C:14]2[N:13]=[C:12]([NH:11][C:5]3[CH:6]=[CH:7][CH:8]=[C:3]([OH:2])[CH:4]=3)[C:17]([F:18])=[CH:16][N:15]=2)=[CH:47]1. The yield is 0.530. (3) The reactants are [C:1]([C:3]1[C:12]2[C:7](=[CH:8][CH:9]=[CH:10][CH:11]=2)[C:6]([NH:13][C@H:14]([C@H:18]([OH:20])[CH3:19])[C:15]([OH:17])=O)=[CH:5][CH:4]=1)#[N:2].[C:21]([C:23]1[CH:32]=[CH:31][C:26]([C:27]([NH:29][NH2:30])=[O:28])=[CH:25][CH:24]=1)#[N:22].O.ON1C2C=CC=CC=2N=N1.Cl.CN(C)CCCN=C=NCC.C(N(CC)CC)C. The catalyst is C1COCC1. The product is [C:21]([C:23]1[CH:24]=[CH:25][C:26]([C:27]([NH:29][NH:30][C:15](=[O:17])[C@H:14]([NH:13][C:6]2[C:7]3[C:12](=[CH:11][CH:10]=[CH:9][CH:8]=3)[C:3]([C:1]#[N:2])=[CH:4][CH:5]=2)[C@H:18]([OH:20])[CH3:19])=[O:28])=[CH:31][CH:32]=1)#[N:22]. The yield is 0.920. (4) The reactants are [CH2:1]1[C:9]2[C:4](=[CH:5][C:6]([CH2:10][C:11]#[N:12])=[CH:7][CH:8]=2)[CH2:3][CH2:2]1.[OH-].[Na+].Br[CH2:16][CH2:17]Cl. The catalyst is C1(C)C=CC=CC=1.[N+](CCCC)(CCCC)(CCCC)CCCC.[Br-].O. The product is [CH2:3]1[C:4]2[C:9](=[CH:8][CH:7]=[C:6]([C:10]3([C:11]#[N:12])[CH2:17][CH2:16]3)[CH:5]=2)[CH2:1][CH2:2]1. The yield is 0.160. (5) The reactants are [Cl-].O[NH3+:3].[C:4](=[O:7])([O-])[OH:5].[Na+].CS(C)=O.[CH3:13][C:14]1[N:15]=[C:16]([CH2:42][CH2:43][CH3:44])[N:17]([CH2:27][C:28]2[CH:33]=[CH:32][C:31]([C:34]3[C:35]([C:40]#[N:41])=[CH:36][CH:37]=[CH:38][CH:39]=3)=[CH:30][CH:29]=2)[C:18](=[O:26])[C:19]=1[C:20]1[CH:25]=[CH:24][CH:23]=[CH:22][CH:21]=1. The catalyst is O.C(OCC)(=O)C. The product is [CH3:13][C:14]1[N:15]=[C:16]([CH2:42][CH2:43][CH3:44])[N:17]([CH2:27][C:28]2[CH:33]=[CH:32][C:31]([C:34]3[CH:39]=[CH:38][CH:37]=[CH:36][C:35]=3[C:40]3[NH:3][C:4](=[O:7])[O:5][N:41]=3)=[CH:30][CH:29]=2)[C:18](=[O:26])[C:19]=1[C:20]1[CH:21]=[CH:22][CH:23]=[CH:24][CH:25]=1. The yield is 0.550.